From a dataset of Forward reaction prediction with 1.9M reactions from USPTO patents (1976-2016). Predict the product of the given reaction. (1) Given the reactants Cl[C:2]1[CH:7]=[CH:6][N:5]=[C:4]2[CH:8]=[C:9]([C:11]([N:13]3[CH2:17][CH2:16][CH2:15][C@H:14]3[CH2:18][O:19][Si](C(C)(C)C)(C)C)=[O:12])[S:10][C:3]=12.[CH3:27][NH:28][C:29]([C:31]1[C:32]2[CH:40]=[CH:39][C:38]([OH:41])=[CH:37][C:33]=2[S:34][C:35]=1[CH3:36])=[O:30].C([O-])([O-])=O.[Cs+].[Cs+], predict the reaction product. The product is: [CH3:27][NH:28][C:29]([C:31]1[C:32]2[CH:40]=[CH:39][C:38]([O:41][C:2]3[CH:7]=[CH:6][N:5]=[C:4]4[CH:8]=[C:9]([C:11]([N:13]5[CH2:17][CH2:16][CH2:15][C@H:14]5[CH2:18][OH:19])=[O:12])[S:10][C:3]=34)=[CH:37][C:33]=2[S:34][C:35]=1[CH3:36])=[O:30]. (2) Given the reactants [C:1]1([C:7]([C:16]2[CH:20]=[CH:19][S:18][CH:17]=2)=[C:8]2[CH2:14][CH:13]3[NH:15][CH:10]([CH2:11][CH2:12]3)[CH2:9]2)[CH:6]=[CH:5][CH:4]=[CH:3][CH:2]=1.[CH3:21][C:22]1[CH:29]=[CH:28][CH:27]=[CH:26][C:23]=1[CH:24]=O.C(O[BH-](OC(=O)C)OC(=O)C)(=O)C.[Na+].C(O)(=O)C, predict the reaction product. The product is: [CH3:21][C:22]1[CH:29]=[CH:28][CH:27]=[CH:26][C:23]=1[CH2:24][N:15]1[CH:10]2[CH2:11][CH2:12][CH:13]1[CH2:14][C:8](=[C:7]([C:1]1[CH:2]=[CH:3][CH:4]=[CH:5][CH:6]=1)[C:16]1[CH:20]=[CH:19][S:18][CH:17]=1)[CH2:9]2. (3) Given the reactants FC(F)(F)S(O[C:7]1[CH:12]=[C:11]([CH:13]=[O:14])[CH:10]=[C:9]([O:15][CH2:16][CH3:17])[C:8]=1[C:18]1[CH:23]=[CH:22][C:21]([F:24])=[CH:20][CH:19]=1)(=O)=O.[CH3:27][C:28]1(C)C(C)(C)OB(C=C)O1.C1(P(C2CCCCC2)C2C=CC=CC=2C2C(OC)=CC=CC=2OC)CCCCC1.C(=O)([O-])[O-].[Na+].[Na+], predict the reaction product. The product is: [CH2:16]([O:15][C:9]1[CH:10]=[C:11]([CH:13]=[O:14])[CH:12]=[C:7]([CH:27]=[CH2:28])[C:8]=1[C:18]1[CH:23]=[CH:22][C:21]([F:24])=[CH:20][CH:19]=1)[CH3:17]. (4) Given the reactants [Cl:1][C:2]1[CH:10]=[C:9]([C:11]([NH:13][CH:14]([C:16]2[NH:20][C:19]3[CH:21]=[CH:22][C:23]([Cl:25])=[CH:24][C:18]=3[N:17]=2)[CH3:15])=[O:12])[CH:8]=[CH:7][C:3]=1[C:4](O)=[O:5].[CH:26]([N:28]1[CH2:33][CH2:32][NH:31][CH2:30][CH2:29]1)=[O:27].F[P-](F)(F)(F)(F)F.FC1C(OC(N(C)C)=[N+](C)C)=C(F)C(F)=C(F)C=1F.C(N(C(C)C)CC)(C)C.ClCl, predict the reaction product. The product is: [Cl:1][C:2]1[CH:10]=[C:9]([CH:8]=[CH:7][C:3]=1[C:4]([N:31]1[CH2:32][CH2:33][N:28]([CH:26]=[O:27])[CH2:29][CH2:30]1)=[O:5])[C:11]([NH:13][CH:14]([C:16]1[NH:20][C:19]2[CH:21]=[CH:22][C:23]([Cl:25])=[CH:24][C:18]=2[N:17]=1)[CH3:15])=[O:12]. (5) Given the reactants [N:1]1([C:7]([O:9][C:10]([CH3:13])([CH3:12])[CH3:11])=[O:8])[CH2:6][CH2:5][NH:4][CH2:3][CH2:2]1.Br[CH2:15][C:16]([C:18]1[CH:23]=[CH:22][C:21]([F:24])=[CH:20][CH:19]=1)=[O:17], predict the reaction product. The product is: [F:24][C:21]1[CH:22]=[CH:23][C:18]([C:16](=[O:17])[CH2:15][N:4]2[CH2:5][CH2:6][N:1]([C:7]([O:9][C:10]([CH3:13])([CH3:12])[CH3:11])=[O:8])[CH2:2][CH2:3]2)=[CH:19][CH:20]=1. (6) Given the reactants [Cl:1][C:2]1[N:7]=[CH:6][C:5]([NH2:8])=[C:4]([NH:9][CH:10]([CH3:12])[CH3:11])[CH:3]=1.[CH3:13]OC(OC)OC, predict the reaction product. The product is: [Cl:1][C:2]1[N:7]=[CH:6][C:5]2[N:8]=[CH:13][N:9]([CH:10]([CH3:12])[CH3:11])[C:4]=2[CH:3]=1. (7) The product is: [Cl:1][C:2]1[S:6][C:5]([C:7]2[NH:12][C:11](=[O:13])[C:10]3=[C:14]([CH2:15][CH3:16])[N:17]=[C:18]([CH:20]4[CH2:24][CH2:23][CH2:22][CH2:21]4)[N:9]3[N:8]=2)=[CH:4][CH:3]=1. Given the reactants [Cl:1][C:2]1[S:6][C:5]([C:7]2[NH:12][C:11](=[O:13])[C:10]([CH:14]([NH:17][C:18]([CH:20]3[CH2:24][CH2:23][CH2:22][CH2:21]3)=O)[CH2:15][CH3:16])=[N:9][N:8]=2)=[CH:4][CH:3]=1.P(Cl)(Cl)(Cl)=O, predict the reaction product. (8) Given the reactants O[CH2:2][C:3]1[CH:4]=[C:5]([C:8]([O:10][CH3:11])=[O:9])[S:6][CH:7]=1.P(Br)(Br)[Br:13], predict the reaction product. The product is: [Br:13][CH2:2][C:3]1[CH:4]=[C:5]([C:8]([O:10][CH3:11])=[O:9])[S:6][CH:7]=1. (9) The product is: [CH2:16]([O:15][C:12]1[CH:13]=[CH:14][C:9]([NH:8][C:6]2[C:5]([F:18])=[CH:4][N:3]=[C:2]([NH:24][C:23]3[CH:25]=[CH:26][C:27]4[O:28][CH2:29][CH2:19][O:20][C:21]=4[CH:22]=3)[N:7]=2)=[CH:10][CH:11]=1)[CH3:17]. Given the reactants Cl[C:2]1[N:7]=[C:6]([NH:8][C:9]2[CH:14]=[CH:13][C:12]([O:15][CH2:16][CH3:17])=[CH:11][CH:10]=2)[C:5]([F:18])=[CH:4][N:3]=1.[CH2:19]1[CH2:29][O:28][C:27]2[CH:26]=[CH:25][C:23]([NH2:24])=[CH:22][C:21]=2[O:20]1, predict the reaction product.